The task is: Predict the reactants needed to synthesize the given product.. This data is from Full USPTO retrosynthesis dataset with 1.9M reactions from patents (1976-2016). (1) The reactants are: S(C1C=CC(C)=CC=1)([O-])(=O)=O.[NH2:12][C@H:13]([C:24]1[CH:29]=[CH:28][CH:27]=[CH:26][CH:25]=1)[C:14]([O:16][CH2:17][C:18]1[CH:23]=[CH:22][CH:21]=[CH:20][CH:19]=1)=[O:15].[P:30](Cl)(Cl)(=[O:42])[O:31][C:32]1[C:41]2[C:36](=[CH:37][CH:38]=[CH:39][CH:40]=2)[CH:35]=[CH:34][CH:33]=1.C(Cl)[Cl:46]. Given the product [Cl:46][C:33]1[CH:34]=[CH:35][C:36]2[C:41](=[CH:40][CH:39]=[CH:38][CH:37]=2)[C:32]=1[O:31][P:30](=[N:12][C@H:13]([C:24]1[CH:29]=[CH:28][CH:27]=[CH:26][CH:25]=1)[C:14]([O:16][CH2:17][C:18]1[CH:23]=[CH:22][CH:21]=[CH:20][CH:19]=1)=[O:15])=[O:42], predict the reactants needed to synthesize it. (2) The reactants are: [Br:1][C:2]1[CH:3]=[C:4]([N:13]=[C:14]=[O:15])[CH:5]=[CH:6][C:7]=1[O:8][C:9]([F:12])([F:11])[F:10].BrC1C=C(C=CC=1OC(F)(F)F)N.C(OC(OC(C)(C)C)=O)(OC(C)(C)C)=O.C([O:48][C:49](=[O:66])[C:50]([S:53][C:54]1[CH:55]=[C:56]2[C:60](=[CH:61][CH:62]=1)[CH2:59][CH:58]([NH:63][CH2:64][CH3:65])[CH2:57]2)([CH3:52])[CH3:51])(C)(C)C. Given the product [Br:1][C:2]1[CH:3]=[C:4]([NH:13][C:14](=[O:15])[N:63]([CH:58]2[CH2:57][C:56]3[C:60](=[CH:61][CH:62]=[C:54]([S:53][C:50]([CH3:51])([CH3:52])[C:49]([OH:66])=[O:48])[CH:55]=3)[CH2:59]2)[CH2:64][CH3:65])[CH:5]=[CH:6][C:7]=1[O:8][C:9]([F:12])([F:11])[F:10], predict the reactants needed to synthesize it. (3) Given the product [CH2:6]([O:8][C:9]([C:11]1[S:12][C:13]([S:2]([Cl:1])(=[O:5])=[O:3])=[CH:14][CH:15]=1)=[O:10])[CH3:7], predict the reactants needed to synthesize it. The reactants are: [Cl:1][S:2]([OH:5])(=O)=[O:3].[CH2:6]([O:8][C:9]([C:11]1[S:12][CH:13]=[CH:14][CH:15]=1)=[O:10])[CH3:7]. (4) Given the product [C:1]([C:4]1[C:22](=[O:23])[C@@:8]2([CH3:24])[C:9]3[C:15]([OH:16])=[CH:14][C:13]([O:17][CH3:18])=[C:12]([C:19]([NH:21][CH2:42][C:39]4[C:38]5[C:33](=[CH:34][CH:35]=[CH:36][CH:37]=5)[CH:32]=[CH:31][C:30]=4[CH2:26][CH2:27][CH2:28][CH3:29])=[O:20])[C:10]=3[O:11][C:7]2=[CH:6][C:5]=1[OH:25])(=[O:3])[CH3:2], predict the reactants needed to synthesize it. The reactants are: [C:1]([C:4]1[C:22](=[O:23])[C@@:8]2([CH3:24])[C:9]3[C:15]([OH:16])=[CH:14][C:13]([O:17][CH3:18])=[C:12]([C:19]([NH2:21])=[O:20])[C:10]=3[O:11][C:7]2=[CH:6][C:5]=1[OH:25])(=[O:3])[CH3:2].[CH2:26]([C:30]1[CH:31]=[C:32](C=O)[C:33]2[C:38]([CH:39]=1)=[CH:37][CH:36]=[CH:35][CH:34]=2)[CH2:27][CH2:28][CH3:29].[CH2:42]([SiH](CC)CC)C.FC(F)(F)C(O)=O.